This data is from Reaction yield outcomes from USPTO patents with 853,638 reactions. The task is: Predict the reaction yield, written as a fraction of the theoretical maximum amount of product (1.0 means a 100% yield; for example, 0.34 means a 34% yield). The reactants are [CH3:1][O:2][C:3]([C:5]1[N:6]([C:21]2[CH:26]=[CH:25][CH:24]=[CH:23][CH:22]=2)[C:7]2[C:12]([C:13](=[O:16])[C:14]=1[CH3:15])=[CH:11][CH:10]=[C:9]([C:17]([F:20])([F:19])[F:18])[N:8]=2)=[O:4].C1C(=O)N([Br:34])C(=O)C1.C(OOC(=O)C1C=CC=CC=1)(=O)C1C=CC=CC=1.C(Cl)(Cl)(Cl)Cl. The catalyst is C(Cl)Cl. The product is [CH3:1][O:2][C:3]([C:5]1[N:6]([C:21]2[CH:26]=[CH:25][CH:24]=[CH:23][CH:22]=2)[C:7]2[C:12]([C:13](=[O:16])[C:14]=1[CH2:15][Br:34])=[CH:11][CH:10]=[C:9]([C:17]([F:18])([F:19])[F:20])[N:8]=2)=[O:4]. The yield is 0.979.